This data is from Forward reaction prediction with 1.9M reactions from USPTO patents (1976-2016). The task is: Predict the product of the given reaction. (1) Given the reactants C(O)(C(F)(F)F)=O.C(OC([NH:15][CH2:16][C:17]1[CH:18]=[C:19]([C:23]2[CH:28]=[CH:27][CH:26]=[C:25]([C:29]#[C:30][C:31]3[CH:36]=[CH:35][CH:34]=[CH:33][C:32]=3[CH2:37][C:38]([O:40]C)=[O:39])[CH:24]=2)[CH:20]=[CH:21][CH:22]=1)=O)(C)(C)C.[Li+].[OH-], predict the reaction product. The product is: [NH2:15][CH2:16][C:17]1[CH:18]=[C:19]([C:23]2[CH:28]=[CH:27][CH:26]=[C:25]([C:29]#[C:30][C:31]3[CH:36]=[CH:35][CH:34]=[CH:33][C:32]=3[CH2:37][C:38]([OH:40])=[O:39])[CH:24]=2)[CH:20]=[CH:21][CH:22]=1. (2) Given the reactants C(O)C.C([O:6][C:7](=O)[CH2:8][CH2:9][N:10]([C:17]1[C:22]([NH2:23])=[CH:21][N:20]=[C:19]([Cl:24])[N:18]=1)[CH:11]1[CH2:15][CH2:14][CH:13]([CH3:16])[CH2:12]1)C, predict the reaction product. The product is: [Cl:24][C:19]1[N:20]=[CH:21][C:22]2[NH:23][C:7](=[O:6])[CH2:8][CH2:9][N:10]([CH:11]3[CH2:15][CH2:14][CH:13]([CH3:16])[CH2:12]3)[C:17]=2[N:18]=1.